Dataset: Forward reaction prediction with 1.9M reactions from USPTO patents (1976-2016). Task: Predict the product of the given reaction. (1) The product is: [OH:1][C:5]1[C:4]2[C:15](=[O:13])/[C:16](=[CH:3]/[C:4]3[CH:9]=[CH:8][C:7]([O:10][CH3:11])=[CH:6][CH:5]=3)/[O:17][C:18]=2[CH:19]=[C:7]([OH:10])[CH:6]=1. Given the reactants [OH-:1].[K+].[CH:3](=O)[C:4]1[CH:9]=[CH:8][C:7]([O:10][CH3:11])=[CH:6][CH:5]=1.[OH2:13].Cl.[CH3:15][CH2:16][O:17][CH2:18][CH3:19], predict the reaction product. (2) Given the reactants [CH3:1][C:2]1[CH:3]=[CH:4][C:5]2[NH:6][C:7]3[C:12]([C:13]=2[CH:14]=1)=[CH:11][C:10]([CH3:15])=[CH:9][CH:8]=3.[CH2:16]([CH:18]1[O:20][CH2:19]1)Cl, predict the reaction product. The product is: [CH3:1][C:2]1[CH:3]=[CH:4][C:5]2[N:6]([CH2:16][CH:18]3[CH2:19][O:20]3)[C:7]3[C:12]([C:13]=2[CH:14]=1)=[CH:11][C:10]([CH3:15])=[CH:9][CH:8]=3. (3) Given the reactants [Cl:1][C:2]1[C:3]2[C:10]3[CH2:11][CH2:12][CH:13]([C:15]([OH:17])=O)[CH2:14][C:9]=3[S:8][C:4]=2[N:5]=[CH:6][N:7]=1.[CH2:18]([NH:22][CH2:23][C:24]#[N:25])[CH2:19][CH2:20][CH3:21], predict the reaction product. The product is: [CH2:18]([N:22]([CH2:23][C:24]#[N:25])[C:15]([CH:13]1[CH2:12][CH2:11][C:10]2[C:3]3[C:2]([Cl:1])=[N:7][CH:6]=[N:5][C:4]=3[S:8][C:9]=2[CH2:14]1)=[O:17])[CH2:19][CH2:20][CH3:21]. (4) Given the reactants [Li]CCCC.Br[C:7]1[C:20]2[C:21]3=[C:22]4[C:17](=[CH:18][CH:19]=2)[CH:16]=[CH:15][CH:14]=[C:13]4[CH:12]=[CH:11][C:10]3=[CH:9][CH:8]=1.C1COCC1.[Si:28](Cl)([Cl:31])([Cl:30])[Cl:29], predict the reaction product. The product is: [Cl:29][Si:28]([Cl:31])([Cl:30])[C:7]1[C:20]2[C:21]3=[C:22]4[C:17](=[CH:18][CH:19]=2)[CH:16]=[CH:15][CH:14]=[C:13]4[CH:12]=[CH:11][C:10]3=[CH:9][CH:8]=1. (5) The product is: [NH3:8].[CH3:16][O:15][C:13](=[O:14])[C:12]1[CH:17]=[CH:18][CH:19]=[C:10]([CH2:9][N:8]([C:5]2[CH:4]=[CH:3][C:2]([F:1])=[CH:7][CH:6]=2)[C:21]([O:22][C@@H:23]2[CH:28]3[CH2:29][CH2:30][N:25]([CH2:26][CH2:27]3)[CH2:24]2)=[O:31])[CH:11]=1. Given the reactants [F:1][C:2]1[CH:7]=[CH:6][C:5]([NH:8][CH2:9][C:10]2[CH:11]=[C:12]([CH:17]=[CH:18][CH:19]=2)[C:13]([O:15][CH3:16])=[O:14])=[CH:4][CH:3]=1.Cl.[C:21](Cl)(=[O:31])[O:22][C@@H:23]1[CH:28]2[CH2:29][CH2:30][N:25]([CH2:26][CH2:27]2)[CH2:24]1.C(Cl)(=O)O[C@@H]1C2CCN(CC2)C1, predict the reaction product. (6) Given the reactants [Br:1][C:2]1[C:10]2[O:9][C:8]([CH3:12])([CH3:11])[CH:7](O)[C:6]=2[C:5]([CH3:14])=[C:4]([NH:15][C:16](=[O:22])[O:17][C:18]([CH3:21])([CH3:20])[CH3:19])[C:3]=1[CH3:23].[CH3:24][NH:25][CH3:26], predict the reaction product. The product is: [Br:1][C:2]1[C:10]2[O:9][C:8]([CH3:12])([CH3:11])[CH:7]([N:25]([CH3:26])[CH3:24])[C:6]=2[C:5]([CH3:14])=[C:4]([NH:15][C:16](=[O:22])[O:17][C:18]([CH3:21])([CH3:20])[CH3:19])[C:3]=1[CH3:23]. (7) Given the reactants [BH4-].[Na+].[Br:3][C:4]1[CH:5]=[CH:6][CH:7]=[C:8]2[C:13]=1[NH:12][CH2:11][CH2:10][C:9]2=[N:14]O.[OH-].[Na+].[CH3:18][C:19]([O:22][C:23](O[C:23]([O:22][C:19]([CH3:21])([CH3:20])[CH3:18])=[O:24])=[O:24])([CH3:21])[CH3:20], predict the reaction product. The product is: [C:19]([O:22][C:23](=[O:24])[NH:14][CH:9]1[C:8]2[C:13](=[C:4]([Br:3])[CH:5]=[CH:6][CH:7]=2)[NH:12][CH2:11][CH2:10]1)([CH3:21])([CH3:20])[CH3:18]. (8) Given the reactants [CH3:1][O:2][C:3](=[O:17])[C:4]1[CH:9]=[C:8]([C:10]#[CH:11])[C:7]([C:12]([F:15])([F:14])[F:13])=[CH:6][C:5]=1[NH2:16].[N:18]1[CH:23]=[CH:22]N=N[N:19]=1, predict the reaction product. The product is: [CH3:1][O:2][C:3](=[O:17])[C:4]1[CH:9]=[C:8]([C:10]2[CH:22]=[CH:23][N:18]=[N:19][CH:11]=2)[C:7]([C:12]([F:13])([F:15])[F:14])=[CH:6][C:5]=1[NH2:16]. (9) Given the reactants [NH2:1][C:2]1[CH:7]=[C:6]([CH2:8][N:9]2[C:14]3[CH:15]=[CH:16][CH:17]=[CH:18][C:13]=3[C:12](=[O:19])[O:11][C:10]2=[O:20])[CH:5]=[CH:4][N:3]=1.[CH2:21]([O:23][C:24](=[O:29])[CH2:25][N:26]=[C:27]=[O:28])[CH3:22], predict the reaction product. The product is: [CH2:21]([O:23][C:24](=[O:29])[CH2:25][NH:26][C:27]([NH:1][C:2]1[CH:7]=[C:6]([CH2:8][N:9]2[C:14]3[CH:15]=[CH:16][CH:17]=[CH:18][C:13]=3[C:12](=[O:19])[O:11][C:10]2=[O:20])[CH:5]=[CH:4][N:3]=1)=[O:28])[CH3:22].